From a dataset of Peptide-MHC class II binding affinity with 134,281 pairs from IEDB. Regression. Given a peptide amino acid sequence and an MHC pseudo amino acid sequence, predict their binding affinity value. This is MHC class II binding data. The peptide sequence is GKATLECQVQTAVDFKK. The MHC is DRB1_0701 with pseudo-sequence DRB1_0701. The binding affinity (normalized) is 0.321.